From a dataset of NCI-60 drug combinations with 297,098 pairs across 59 cell lines. Regression. Given two drug SMILES strings and cell line genomic features, predict the synergy score measuring deviation from expected non-interaction effect. (1) Drug 1: CC(CN1CC(=O)NC(=O)C1)N2CC(=O)NC(=O)C2. Drug 2: CCN(CC)CCNC(=O)C1=C(NC(=C1C)C=C2C3=C(C=CC(=C3)F)NC2=O)C. Cell line: MALME-3M. Synergy scores: CSS=11.2, Synergy_ZIP=-3.85, Synergy_Bliss=1.55, Synergy_Loewe=-4.63, Synergy_HSA=-0.236. (2) Drug 1: C1=NC2=C(N1)C(=S)N=CN2. Drug 2: CC1C(C(CC(O1)OC2CC(CC3=C2C(=C4C(=C3O)C(=O)C5=CC=CC=C5C4=O)O)(C(=O)C)O)N)O. Cell line: OVCAR-8. Synergy scores: CSS=43.1, Synergy_ZIP=-4.23, Synergy_Bliss=-0.453, Synergy_Loewe=1.22, Synergy_HSA=3.15. (3) Drug 1: CNC(=O)C1=CC=CC=C1SC2=CC3=C(C=C2)C(=NN3)C=CC4=CC=CC=N4. Drug 2: C1C(C(OC1N2C=NC3=C(N=C(N=C32)Cl)N)CO)O. Cell line: KM12. Synergy scores: CSS=10.4, Synergy_ZIP=-7.52, Synergy_Bliss=-3.21, Synergy_Loewe=2.31, Synergy_HSA=-0.933. (4) Drug 1: CC1C(C(=O)NC(C(=O)N2CCCC2C(=O)N(CC(=O)N(C(C(=O)O1)C(C)C)C)C)C(C)C)NC(=O)C3=C4C(=C(C=C3)C)OC5=C(C(=O)C(=C(C5=N4)C(=O)NC6C(OC(=O)C(N(C(=O)CN(C(=O)C7CCCN7C(=O)C(NC6=O)C(C)C)C)C)C(C)C)C)N)C. Drug 2: CCC1(CC2CC(C3=C(CCN(C2)C1)C4=CC=CC=C4N3)(C5=C(C=C6C(=C5)C78CCN9C7C(C=CC9)(C(C(C8N6C=O)(C(=O)OC)O)OC(=O)C)CC)OC)C(=O)OC)O.OS(=O)(=O)O. Cell line: MCF7. Synergy scores: CSS=17.9, Synergy_ZIP=-5.26, Synergy_Bliss=-3.09, Synergy_Loewe=-7.56, Synergy_HSA=-2.60. (5) Drug 1: CCN(CC)CCCC(C)NC1=C2C=C(C=CC2=NC3=C1C=CC(=C3)Cl)OC. Drug 2: COCCOC1=C(C=C2C(=C1)C(=NC=N2)NC3=CC=CC(=C3)C#C)OCCOC.Cl. Cell line: CAKI-1. Synergy scores: CSS=16.9, Synergy_ZIP=-6.79, Synergy_Bliss=-1.47, Synergy_Loewe=-3.79, Synergy_HSA=-0.181.